This data is from Forward reaction prediction with 1.9M reactions from USPTO patents (1976-2016). The task is: Predict the product of the given reaction. (1) Given the reactants C[O:2][C:3]1[C:12]2[C:7](=[CH:8][CH:9]=[CH:10][CH:11]=2)[C:6]([O:13]C)=[C:5](SC)[C:4]=1/[CH:17]=[C:18](\[CH3:22])/[C:19]([OH:21])=[O:20].C1(=O)C2C(=CC=CC=2)[C:26](=[O:33])C=C1/C=C(\C)/C(O)=O, predict the reaction product. The product is: [CH3:26][O:33][C:5]1[C:6](=[O:13])[C:7]2[C:12](=[CH:11][CH:10]=[CH:9][CH:8]=2)[C:3](=[O:2])[C:4]=1/[CH:17]=[C:18](\[CH3:22])/[C:19]([OH:21])=[O:20]. (2) Given the reactants [CH3:1][C:2]([CH3:32])([CH3:31])[C:3]([C:5]1[C:13]2[C:8](=[N:9][CH:10]=[C:11]([NH:14][C:15]3[CH:22]=[CH:21][C:18]([CH:19]=O)=[CH:17][CH:16]=3)[N:12]=2)[N:7]([CH2:23][O:24][CH2:25][CH2:26][Si:27]([CH3:30])([CH3:29])[CH3:28])[CH:6]=1)=[O:4].[C:33]([CH2:35][C:36]([NH:38][CH2:39][CH3:40])=[O:37])#[N:34].N1CCCCC1, predict the reaction product. The product is: [C:33]([C:35](=[CH:19][C:18]1[CH:21]=[CH:22][C:15]([NH:14][C:11]2[N:12]=[C:13]3[C:5]([C:3](=[O:4])[C:2]([CH3:32])([CH3:1])[CH3:31])=[CH:6][N:7]([CH2:23][O:24][CH2:25][CH2:26][Si:27]([CH3:30])([CH3:29])[CH3:28])[C:8]3=[N:9][CH:10]=2)=[CH:16][CH:17]=1)[C:36]([NH:38][CH2:39][CH3:40])=[O:37])#[N:34]. (3) Given the reactants [C:1]1([C:7]([CH:9]([C:11]2[CH:16]=[CH:15][CH:14]=[CH:13][CH:12]=2)O)=[O:8])[CH:6]=[CH:5][CH:4]=[CH:3][CH:2]=1.[C:17](OC)(=[O:23])[CH2:18][C:19]([O:21][CH3:22])=[O:20].C[O-].[Na+].Cl, predict the reaction product. The product is: [CH3:22][O:21][C:19]([C:18]1[C:17](=[O:23])[O:8][CH:7]([C:1]2[CH:6]=[CH:5][CH:4]=[CH:3][CH:2]=2)[C:9]=1[C:11]1[CH:16]=[CH:15][CH:14]=[CH:13][CH:12]=1)=[O:20]. (4) The product is: [CH3:1][O:2][C:3]1[CH:4]=[C:5]([CH:6]=[CH:7][C:8]=1[O:9][CH2:10][C:11]#[CH:12])/[CH:13]=[CH:14]/[C:15]1[O:21][C:20](=[O:22])[C:19]2[CH:23]=[CH:24][CH:25]=[CH:26][C:18]=2[N:17]=1. Given the reactants [CH3:1][O:2][C:3]1[CH:4]=[C:5](/[CH:13]=[CH:14]/[C:15]([NH:17][C:18]2[CH:26]=[CH:25][CH:24]=[CH:23][C:19]=2[C:20]([OH:22])=[O:21])=O)[CH:6]=[CH:7][C:8]=1[O:9][CH2:10][C:11]#[CH:12], predict the reaction product. (5) Given the reactants [Cl:1][C:2]1[CH:20]=[CH:19][C:5]2[NH:6][C:7]3[N:8]=[CH:9][CH:10]=[CH:11][C:12]=3[C:13]([CH:16]([F:18])[F:17])(C=O)[C:4]=2[CH:3]=1.[CH:21]([O:30][CH:31]([CH3:33])[CH3:32])([O:26][CH:27]([CH3:29])[CH3:28])OC(C)C.CC1C=CC(S(O)(=O)=O)=CC=1.O.CCOC(C)=O.CCCCCC, predict the reaction product. The product is: [Cl:1][C:2]1[CH:20]=[CH:19][C:5]2[NH:6][C:7]3[N:8]=[CH:9][CH:10]=[CH:11][C:12]=3[C:13]([CH:16]([F:18])[F:17])([CH:21]([O:26][CH:27]([CH3:28])[CH3:29])[O:30][CH:31]([CH3:32])[CH3:33])[C:4]=2[CH:3]=1. (6) Given the reactants [N+](C1C=CC(O[C:11](=[O:36])[NH:12][CH:13]([CH3:35])[C:14]#[C:15][C:16]2[S:20][C:19]([O:21][C:22]3[CH:27]=[CH:26][C:25]([O:28][C:29]4[CH:34]=[CH:33][CH:32]=[CH:31][CH:30]=4)=[CH:24][CH:23]=3)=[N:18][CH:17]=2)=CC=1)([O-])=O.Cl.[NH2:38][CH2:39][C:40]([NH2:42])=[O:41], predict the reaction product. The product is: [CH3:35][CH:13]([NH:12][C:11]([NH:38][CH2:39][C:40]([NH2:42])=[O:41])=[O:36])[C:14]#[C:15][C:16]1[S:20][C:19]([O:21][C:22]2[CH:23]=[CH:24][C:25]([O:28][C:29]3[CH:34]=[CH:33][CH:32]=[CH:31][CH:30]=3)=[CH:26][CH:27]=2)=[N:18][CH:17]=1.